Task: Binary Classification. Given a drug SMILES string, predict its activity (active/inactive) in a high-throughput screening assay against a specified biological target.. Dataset: HIV replication inhibition screening data with 41,000+ compounds from the AIDS Antiviral Screen (1) The drug is CCOC(=O)Nc1nc2cc(Cn3cccc3)ccc2[nH]1. The result is 0 (inactive). (2) The result is 0 (inactive). The compound is CN1c2ccccc2S(=O)(=O)n2c(COc3ccccc3)nnc21. (3) The molecule is O=C(CNc1ccc(Cl)cc1Cl)Nn1c(-c2ccccc2)nc2ccccc2c1=O. The result is 0 (inactive). (4) The drug is Oc1c(CN2CCOCC2)ccc2ccccc12. The result is 0 (inactive). (5) The molecule is NC(=O)NN=C(C(=O)C(=O)Nc1ccc(Cl)c(C(F)(F)F)c1)c1nc2ccc(C(=O)c3ccccc3)cc2nc1O. The result is 0 (inactive).